Dataset: Forward reaction prediction with 1.9M reactions from USPTO patents (1976-2016). Task: Predict the product of the given reaction. (1) Given the reactants [CH2:1]([N:3]([CH2:14][CH3:15])[S:4]([C:7]1[CH:11]=[CH:10][S:9][C:8]=1[CH2:12]O)(=[O:6])=[O:5])[CH3:2].C(N(CC)CC)C.CS([Cl:27])(=O)=O.O, predict the reaction product. The product is: [Cl:27][CH2:12][C:8]1[S:9][CH:10]=[CH:11][C:7]=1[S:4](=[O:6])(=[O:5])[N:3]([CH2:14][CH3:15])[CH2:1][CH3:2]. (2) Given the reactants C([O:8][N:9]1[C:18]2[C:13](=[CH:14][CH:15]=[C:16]([C:19](=[O:29])[NH:20][O:21]CC3C=CC=CC=3)[CH:17]=2)[NH:12][C:11](=[O:30])[C:10]1=[O:31])C1C=CC=CC=1.O.[OH-].[Na+], predict the reaction product. The product is: [OH:8][N:9]1[C:18]2[C:13](=[CH:14][CH:15]=[C:16]([C:19](=[O:29])[NH:20][OH:21])[CH:17]=2)[NH:12][C:11](=[O:30])[C:10]1=[O:31]. (3) Given the reactants [CH2:1]1[C:9]2[C:4](=[CH:5][CH:6]=[CH:7][CH:8]=2)[CH2:3][CH:2]1[NH:10][C:11]1[N:12]=[CH:13][C:14]2[CH2:20][N:19]([C:21]([C:23]3[CH:24]=[N:25][NH:26][CH:27]=3)=[O:22])[CH2:18][CH2:17][C:15]=2[N:16]=1.C(=O)([O-])[O-].[Cs+].[Cs+].[I-].[Na+].Br.Br[CH2:38][CH2:39][CH2:40][N:41]1[CH:45]=[CH:44][N:43]=[CH:42]1, predict the reaction product. The product is: [N:41]1([CH2:40][CH2:39][CH2:38][N:26]2[CH:27]=[C:23]([C:21]([N:19]3[CH2:18][CH2:17][C:15]4[N:16]=[C:11]([NH:10][CH:2]5[CH2:3][C:4]6[C:9](=[CH:8][CH:7]=[CH:6][CH:5]=6)[CH2:1]5)[N:12]=[CH:13][C:14]=4[CH2:20]3)=[O:22])[CH:24]=[N:25]2)[CH:45]=[CH:44][N:43]=[CH:42]1.